From a dataset of Catalyst prediction with 721,799 reactions and 888 catalyst types from USPTO. Predict which catalyst facilitates the given reaction. (1) Reactant: [Cl:1][C:2]1[CH:3]=[C:4]([CH:18]=[CH:19][C:20]=1[Cl:21])[O:5][CH:6]1[CH2:11][CH2:10][N:9]([CH2:12][C@@H:13]([NH2:17])[CH:14]([CH3:16])[CH3:15])[CH2:8][CH2:7]1.C([O-])([O-])=O.[K+].[K+].[N:28]1[CH:33]=[CH:32][CH:31]=[CH:30][C:29]=1[C:34]1[S:38][C:37]([S:39](Cl)(=[O:41])=[O:40])=[CH:36][CH:35]=1.O. Product: [Cl:1][C:2]1[CH:3]=[C:4]([CH:18]=[CH:19][C:20]=1[Cl:21])[O:5][CH:6]1[CH2:7][CH2:8][N:9]([CH2:12][C@@H:13]([NH:17][S:39]([C:37]2[S:38][C:34]([C:29]3[CH:30]=[CH:31][CH:32]=[CH:33][N:28]=3)=[CH:35][CH:36]=2)(=[O:40])=[O:41])[CH:14]([CH3:15])[CH3:16])[CH2:10][CH2:11]1. The catalyst class is: 21. (2) Reactant: [CH2:1]=[C:2]1[CH2:5][CH:4]([C:6]#[N:7])[CH2:3]1.C([N-]C(C)C)(C)C.[Li+].[CH3:16][O:17][CH2:18]Cl. Product: [CH3:16][O:17][CH2:18][C:4]1([C:6]#[N:7])[CH2:5][C:2](=[CH2:1])[CH2:3]1. The catalyst class is: 7. (3) Reactant: [Br:1][C:2]1[CH:3]=[C:4]2[CH:13]=[CH:12][CH:11]=[C:10]3[C:5]2=[C:6]([CH:16]=1)[C:7](=[O:15])[O:8]C3=O.[OH-].[Na+].Cl. Product: [Br:1][C:2]1[CH:16]=[C:6]([C:7]([OH:15])=[O:8])[C:5]2[C:4]([CH:3]=1)=[CH:13][CH:12]=[CH:11][CH:10]=2. The catalyst class is: 6. (4) Reactant: [Cl:1][C:2]1[C:11]2[C:6](=[CH:7][CH:8]=[C:9]([OH:12])[CH:10]=2)[N:5]=[CH:4][N:3]=1.C1(P(C2C=CC=CC=2)C2C=CC=CC=2)C=CC=CC=1.[CH3:32][O:33][CH2:34][CH2:35]O.N(C(OC(C)C)=O)=NC(OC(C)C)=O. Product: [Cl:1][C:2]1[C:11]2[C:6](=[CH:7][CH:8]=[C:9]([O:12][CH2:35][CH2:34][O:33][CH3:32])[CH:10]=2)[N:5]=[CH:4][N:3]=1. The catalyst class is: 4. (5) The catalyst class is: 248. Product: [NH:16]1[CH:17]=[CH:18][CH:19]=[C:15]1[C:14]1[C:5]2[C:6](=[O:11])[NH:7][C:8]3=[CH:9][CH:10]=[CH:2][C:3]([C:4]=23)=[CH:12][CH:13]=1. Reactant: F[C:2]1[C:3](/[C:12](/I)=[CH:13]/[C:14](=O)[C:15]2[NH:16][CH:17]=[CH:18][CH:19]=2)=[C:4]2[C:8](=[CH:9][CH:10]=1)[NH:7][C:6](=[O:11])[CH2:5]2.[H-].[Na+]. (6) Reactant: O=C=[N:3]C1CC(C)(C)CC(C)(CN=C=O)C1.COC1C=CC(O)=CC=1.[C:26]([O-:39])(=[O:38])[CH2:27][CH2:28]CCCCCCCCC.[C:26]([O-:39])(=[O:38])[CH2:27][CH2:28]CCCCCCCCC.C([Sn+2]CCCC)CCC.[C:63]([O:67][CH2:68][CH2:69]O)(=[O:66])C=C. Product: [C:26]([OH:39])(=[O:38])[CH:27]=[CH2:28].[NH2:3][C:63]([O:67][CH2:68][CH3:69])=[O:66]. The catalyst class is: 311. (7) Reactant: [I:1][C:2]1[CH:3]=[C:4]([C:8]([OH:10])=O)[NH:5][C:6]=1[CH3:7].C(N1C=CN=C1)([N:13]1C=CN=C1)=O.[OH-]. Product: [I:1][C:2]1[CH:3]=[C:4]([C:8]([NH2:13])=[O:10])[NH:5][C:6]=1[CH3:7]. The catalyst class is: 7. (8) Reactant: Cl[C:2]([O:4][CH2:5][CH3:6])=[O:3].[C:7]([O:18][CH2:19]/[CH:20]=[C:21](\[CH3:28])/[CH2:22][CH2:23][CH:24]=[C:25]([CH3:27])[CH3:26])(=[O:17])[C:8]1[C:9](=[CH:13][CH:14]=[CH:15][CH:16]=1)[C:10]([OH:12])=[O:11].C(N(CC)CC)C. Product: [C:2](=[O:3])([O:4][CH2:5][CH3:6])[O:11][C:10](=[O:12])[C:9]1[CH:13]=[CH:14][CH:15]=[CH:16][C:8]=1[C:7]([O:18][CH2:19]/[CH:20]=[C:21](\[CH3:28])/[CH2:22][CH2:23][CH:24]=[C:25]([CH3:27])[CH3:26])=[O:17]. The catalyst class is: 4. (9) Reactant: [Cl:1][C:2]1[CH:3]=[CH:4][C:5]2[N:14]3[C:10](=[N:11][N:12]=[C:13]3[C@H:15]3[CH2:20][CH2:19][C@H:18]([O:21][CH:22]([CH3:24])[CH3:23])[CH2:17][CH2:16]3)[CH2:9][N:8]([C:25](=[O:31])[CH2:26][O:27]C(=O)C)[CH2:7][C:6]=2[CH:32]=1.C[O-].[Na+]. Product: [Cl:1][C:2]1[CH:3]=[CH:4][C:5]2[N:14]3[C:10](=[N:11][N:12]=[C:13]3[C@H:15]3[CH2:20][CH2:19][C@H:18]([O:21][CH:22]([CH3:24])[CH3:23])[CH2:17][CH2:16]3)[CH2:9][N:8]([C:25](=[O:31])[CH2:26][OH:27])[CH2:7][C:6]=2[CH:32]=1. The catalyst class is: 5. (10) Reactant: Br[N:2]1C(=O)CC[C:3]1=O.[Br:9][C:10]1[CH:15]=[CH:14][C:13]([C:16]([CH3:20])([CH3:19])[C:17]#[N:18])=[CH:12][C:11]=1[CH3:21]. Product: [Br:9][C:10]1[CH:15]=[CH:14][C:13]([C:16]([CH3:19])([CH3:20])[C:17]#[N:18])=[CH:12][C:11]=1[CH2:21][C:3]#[N:2]. The catalyst class is: 53.